This data is from Forward reaction prediction with 1.9M reactions from USPTO patents (1976-2016). The task is: Predict the product of the given reaction. (1) Given the reactants [Cl:1][C:2]1[N:3]2[C:7]([N:8]=[C:9]3[CH2:15]CCC[CH2:11][C:10]=13)=[CH:6][CH:5]=[N:4]2.N1N2C(N=C3C(=C2O)C[O:23]C3)=CC=1.P(Cl)(Cl)(Cl)=O, predict the reaction product. The product is: [Cl:1][C:2]1[N:3]2[C:7](=[CH:6][CH:5]=[N:4]2)[N:8]=[C:9]2[C:10]=1[CH2:11][O:23][CH2:15]2. (2) Given the reactants [F:1][C:2]([F:18])([F:17])[C:3]1[NH:4][C:5]([C:14]([OH:16])=O)=[C:6]([C:8]2[CH:13]=[CH:12][CH:11]=[CH:10][CH:9]=2)[N:7]=1.[CH3:19][O:20][C:21]1[CH:22]=[C:23]([N:29]2[CH2:34][CH2:33][NH:32][CH2:31][CH2:30]2)[CH:24]=[C:25]([O:27][CH3:28])[CH:26]=1.Cl.CN(C)CCCN=C=NCC.O.ON1C2C=CC=CC=2N=N1, predict the reaction product. The product is: [CH3:19][O:20][C:21]1[CH:22]=[C:23]([N:29]2[CH2:30][CH2:31][N:32]([C:14]([C:5]3[NH:4][C:3]([C:2]([F:1])([F:18])[F:17])=[N:7][C:6]=3[C:8]3[CH:9]=[CH:10][CH:11]=[CH:12][CH:13]=3)=[O:16])[CH2:33][CH2:34]2)[CH:24]=[C:25]([O:27][CH3:28])[CH:26]=1. (3) Given the reactants [NH2:1][CH:2]1[CH2:46][N:5]2[C:6]3[CH:7]=[CH:8][C:9]([C:13]4[C:28]([CH3:29])=[C:27]([O:30]CC5C=CC=CC=5)[C:16]([C:17]([O:19]CC5C=CC=CC=5)=[O:18])=[C:15]([O:38]CC5C=CC=CC=5)[N:14]=4)=[CH:10][C:11]=3[CH:12]=[C:4]2[CH2:3]1.[ClH:47], predict the reaction product. The product is: [ClH:47].[NH2:1][CH:2]1[CH2:46][N:5]2[C:6]3[CH:7]=[CH:8][C:9]([C:13]4[NH:14][C:15](=[O:38])[C:16]([C:17]([OH:19])=[O:18])=[C:27]([OH:30])[C:28]=4[CH3:29])=[CH:10][C:11]=3[CH:12]=[C:4]2[CH2:3]1. (4) The product is: [Si:50]([O:49][C@@H:43]1[C@@H:44]([CH:46]2[CH2:48][CH2:47]2)[CH2:45][N:40]([C:39]2[CH:38]=[CH:37][N:36]=[CH:35][C:34]=2[NH:33][C:31]([C:27]2[CH:26]=[CH:25][C:24]3[C:29](=[CH:30][C:21]([C:3]4[C:4]([F:10])=[CH:5][C:6]([O:8][CH3:9])=[CH:7][C:2]=4[F:1])=[CH:22][N:23]=3)[N:28]=2)=[O:32])[CH2:41][C@H:42]1[NH:57][C:58](=[O:64])[O:59][C:60]([CH3:63])([CH3:62])[CH3:61])([C:53]([CH3:54])([CH3:55])[CH3:56])([CH3:52])[CH3:51]. Given the reactants [F:1][C:2]1[CH:7]=[C:6]([O:8][CH3:9])[CH:5]=[C:4]([F:10])[C:3]=1B1OC(C)(C)C(C)(C)O1.Br[C:21]1[CH:30]=[C:29]2[C:24]([CH:25]=[CH:26][C:27]([C:31]([NH:33][C:34]3[CH:35]=[N:36][CH:37]=[CH:38][C:39]=3[N:40]3[CH2:45][C@H:44]([CH:46]4[CH2:48][CH2:47]4)[C@@H:43]([O:49][Si:50]([C:53]([CH3:56])([CH3:55])[CH3:54])([CH3:52])[CH3:51])[C@H:42]([NH:57][C:58](=[O:64])[O:59][C:60]([CH3:63])([CH3:62])[CH3:61])[CH2:41]3)=[O:32])=[N:28]2)=[N:23][CH:22]=1.CCN(C(C)C)C(C)C.O1CCOCC1, predict the reaction product.